Dataset: hERG Central: cardiac toxicity at 1µM, 10µM, and general inhibition. Task: Predict hERG channel inhibition at various concentrations. (1) The molecule is O=C(C1CCC1)N1CCN(S(=O)(=O)c2ccc([N+](=O)[O-])cc2)CC1. Results: hERG_inhib (hERG inhibition (general)): blocker. (2) The drug is COc1ccc(C(=O)NC(=S)NCc2cccnc2)cc1OC. Results: hERG_inhib (hERG inhibition (general)): blocker. (3) The compound is C=CCn1cc(C(=O)NCc2cccnc2)c(=O)c2cc(S(=O)(=O)N(CC)CC)ccc21. Results: hERG_inhib (hERG inhibition (general)): blocker.